This data is from Forward reaction prediction with 1.9M reactions from USPTO patents (1976-2016). The task is: Predict the product of the given reaction. (1) Given the reactants [CH3:1][C:2]1[CH:7]=[CH:6][C:5]([S:8]([O:11][C:12]2[CH:17]=[CH:16][C:15]([Br:18])=[C:14]([OH:19])[CH:13]=2)(=[O:10])=[O:9])=[CH:4][CH:3]=1.C(=O)([O-])[O-].[K+].[K+].Cl.Cl[CH2:28][CH2:29][N:30]1[CH2:35][CH2:34][CH2:33][CH2:32][CH2:31]1, predict the reaction product. The product is: [CH3:1][C:2]1[CH:7]=[CH:6][C:5]([S:8]([O:11][C:12]2[CH:17]=[CH:16][C:15]([Br:18])=[C:14]([O:19][CH2:28][CH2:29][N:30]3[CH2:35][CH2:34][CH2:33][CH2:32][CH2:31]3)[CH:13]=2)(=[O:10])=[O:9])=[CH:4][CH:3]=1. (2) Given the reactants [F:1][C:2]1[C:21]([F:22])=[C:20]([CH2:23][N:24]2[C:33](=[O:34])[C:32]([C:35](=[O:57])[NH:36][C:37]3[CH:42]=[CH:41][C:40]([C:43]([F:46])([F:45])[F:44])=[CH:39][C:38]=3[C:47]3[CH:52]=[C:51]([C:53]([F:56])([F:55])[F:54])[N:50]=[CH:49][N:48]=3)=[C:31]([OH:58])[C:26]3([CH2:30][CH2:29][CH2:28][CH2:27]3)[N:25]2[CH3:59])[CH:19]=[CH:18][C:3]=1[O:4][CH2:5][CH2:6][O:7][CH2:8][CH2:9][NH:10]C(=O)OC(C)(C)C.C(OCC)(=O)C.Cl, predict the reaction product. The product is: [NH2:10][CH2:9][CH2:8][O:7][CH2:6][CH2:5][O:4][C:3]1[CH:18]=[CH:19][C:20]([CH2:23][N:24]2[C:33](=[O:34])[C:32]([C:35]([NH:36][C:37]3[CH:42]=[CH:41][C:40]([C:43]([F:45])([F:46])[F:44])=[CH:39][C:38]=3[C:47]3[CH:52]=[C:51]([C:53]([F:54])([F:56])[F:55])[N:50]=[CH:49][N:48]=3)=[O:57])=[C:31]([OH:58])[C:26]3([CH2:27][CH2:28][CH2:29][CH2:30]3)[N:25]2[CH3:59])=[C:21]([F:22])[C:2]=1[F:1]. (3) Given the reactants C(O[C:4](=[O:15])[C:5]1[C:10]([CH2:11]Br)=[CH:9][CH:8]=[C:7]([F:13])[C:6]=1[I:14])C.[N:16]1[C:25]2[C:20](=[CH:21][CH:22]=[CH:23][CH:24]=2)[CH:19]=[CH:18][C:17]=1[CH2:26][CH2:27][NH2:28].C([O-])([O-])=O.[K+].[K+], predict the reaction product. The product is: [F:13][C:7]1[C:6]([I:14])=[C:5]2[C:10]([CH2:11][N:28]([CH2:27][CH2:26][C:17]3[CH:18]=[CH:19][C:20]4[C:25](=[CH:24][CH:23]=[CH:22][CH:21]=4)[N:16]=3)[C:4]2=[O:15])=[CH:9][CH:8]=1. (4) Given the reactants [C:1]1([CH2:7][S:8][C:9]2[N:14]=[C:13]([OH:15])[CH:12]=[C:11]([OH:16])[N:10]=2)[CH:6]=[CH:5][CH:4]=[CH:3][CH:2]=1.[N+:17]([O-])([OH:19])=[O:18], predict the reaction product. The product is: [N+:17]([C:12]1[C:13]([OH:15])=[N:14][C:9]([S:8][CH2:7][C:1]2[CH:6]=[CH:5][CH:4]=[CH:3][CH:2]=2)=[N:10][C:11]=1[OH:16])([O-:19])=[O:18]. (5) The product is: [C:1]([O:5][C:6](=[O:27])[NH:7][C@@H:8]1[C:17]2[C:12](=[CH:13][CH:14]=[CH:15][CH:16]=2)[C@H:11]([O:18][CH2:19][C:20]2[CH:25]=[CH:24][N:23]=[C:22]([NH:26][C:40](=[O:41])[CH2:39][O:38][CH3:37])[CH:21]=2)[CH2:10][CH2:9]1)([CH3:4])([CH3:2])[CH3:3]. Given the reactants [C:1]([O:5][C:6](=[O:27])[NH:7][C@@H:8]1[C:17]2[C:12](=[CH:13][CH:14]=[CH:15][CH:16]=2)[C@H:11]([O:18][CH2:19][C:20]2[CH:25]=[CH:24][N:23]=[C:22]([NH2:26])[CH:21]=2)[CH2:10][CH2:9]1)([CH3:4])([CH3:3])[CH3:2].CCN(C(C)C)C(C)C.[CH3:37][O:38][CH2:39][C:40](Cl)=[O:41], predict the reaction product. (6) Given the reactants [C:1]([N:8]1[CH2:13][CH:12]=[CH:11][CH:10]([OH:14])[CH2:9]1)([O:3][C:4]([CH3:7])([CH3:6])[CH3:5])=[O:2].CC(OI1(OC(C)=O)(OC(C)=O)OC(=O)C2C=CC=CC1=2)=O.S([O-])([O-])(=O)=S.[Na+].[Na+], predict the reaction product. The product is: [C:4]([O:3][C:1]([N:8]1[CH2:13][CH:12]=[CH:11][C:10](=[O:14])[CH2:9]1)=[O:2])([CH3:7])([CH3:5])[CH3:6].